This data is from Forward reaction prediction with 1.9M reactions from USPTO patents (1976-2016). The task is: Predict the product of the given reaction. (1) Given the reactants [O:1]1[C:5]2[CH:6]=[CH:7][CH:8]=[C:9]([C:10]([OH:12])=O)[C:4]=2[O:3][CH2:2]1.[Cl:13][C:14]1[CH:15]=[C:16]([CH:18]=[CH:19][CH:20]=1)[NH2:17].C(N(CC)CC)C, predict the reaction product. The product is: [Cl:13][C:14]1[CH:15]=[C:16]([NH:17][C:10]([C:9]2[C:4]3[O:3][CH2:2][O:1][C:5]=3[CH:6]=[CH:7][CH:8]=2)=[O:12])[CH:18]=[CH:19][CH:20]=1. (2) Given the reactants Cl[C:2]1[CH2:6][C@H:5]([CH:7]2[CH2:11][CH2:10][CH2:9][CH2:8]2)[N:4]([C:12]2[CH:19]=[CH:18][C:15]([C:16]#[N:17])=[C:14]([CH3:20])[N:13]=2)[N:3]=1.[CH3:21][O:22][C:23]1[CH:24]=[C:25](B2OC(C)(C)C(C)(C)O2)[CH:26]=[CH:27][CH:28]=1, predict the reaction product. The product is: [CH:7]1([C@@H:5]2[N:4]([C:12]3[CH:19]=[CH:18][C:15]([C:16]#[N:17])=[C:14]([CH3:20])[N:13]=3)[N:3]=[C:2]([C:27]3[CH:26]=[CH:25][CH:24]=[C:23]([O:22][CH3:21])[CH:28]=3)[CH2:6]2)[CH2:11][CH2:10][CH2:9][CH2:8]1. (3) Given the reactants [C:1]([CH2:3][C:4]([NH:6][C:7]1[CH:8]=[CH:9][C:10]2[CH:14]=[CH:13][S:12](=[O:16])(=[O:15])[C:11]=2[CH:17]=1)=[O:5])#[N:2].[Br:18][C:19]1[N:24]=[C:23]([CH:25]=O)[CH:22]=[CH:21][CH:20]=1.N1CCCCC1, predict the reaction product. The product is: [Br:18][C:19]1[N:24]=[C:23]([CH:25]=[C:3]([C:1]#[N:2])[C:4]([NH:6][C:7]2[CH:8]=[CH:9][C:10]3[CH:14]=[CH:13][S:12](=[O:16])(=[O:15])[C:11]=3[CH:17]=2)=[O:5])[CH:22]=[CH:21][CH:20]=1. (4) Given the reactants C([Li])CCC.Br[C:7]1[CH:12]=[CH:11][C:10]([Cl:13])=[C:9]([O:14][CH2:15][C:16]([F:21])([F:20])[CH:17]([F:19])[F:18])[CH:8]=1.[B:22](OC(C)C)([O:27]C(C)C)[O:23]C(C)C.Cl, predict the reaction product. The product is: [Cl:13][C:10]1[CH:11]=[CH:12][C:7]([B:22]([OH:27])[OH:23])=[CH:8][C:9]=1[O:14][CH2:15][C:16]([F:21])([F:20])[CH:17]([F:19])[F:18]. (5) Given the reactants [N+](C1C=CC(CCN)=CC=1)([O-])=O.[CH3:13][O:14][C:15]1[CH:16]=[C:17]2[C:21](=[CH:22][CH:23]=1)[NH:20][CH:19]=[C:18]2[CH2:24][CH2:25][NH:26][C:27]1[CH:32]=[C:31]([C:33]2[CH:38]=[CH:37][CH:36]=[C:35]([O:39][CH3:40])[CH:34]=2)[N:30]=[C:29]([O:41][CH3:42])[N:28]=1.[ClH:43], predict the reaction product. The product is: [ClH:43].[CH3:13][O:14][C:15]1[CH:16]=[C:17]2[C:21](=[CH:22][CH:23]=1)[NH:20][CH:19]=[C:18]2[CH2:24][CH2:25][NH:26][C:27]1[CH:32]=[C:31]([C:33]2[CH:38]=[CH:37][CH:36]=[C:35]([O:39][CH3:40])[CH:34]=2)[N:30]=[C:29]([O:41][CH3:42])[N:28]=1.